Dataset: NCI-60 drug combinations with 297,098 pairs across 59 cell lines. Task: Regression. Given two drug SMILES strings and cell line genomic features, predict the synergy score measuring deviation from expected non-interaction effect. (1) Drug 1: COC1=C(C=C2C(=C1)N=CN=C2NC3=CC(=C(C=C3)F)Cl)OCCCN4CCOCC4. Drug 2: C1=CN(C=N1)CC(O)(P(=O)(O)O)P(=O)(O)O. Cell line: SK-MEL-5. Synergy scores: CSS=6.12, Synergy_ZIP=-8.50, Synergy_Bliss=-15.2, Synergy_Loewe=-18.8, Synergy_HSA=-14.8. (2) Drug 1: C1CC2CC3=C(CC1C24CN(S(=O)(=O)N4)CC(F)(F)F)C=CC(=C3)C=CCN5CCC(CC5)C(F)(F)F. Drug 2: CCC1=C2CN3C(=CC4=C(C3=O)COC(=O)C4(CC)O)C2=NC5=C1C=C(C=C5)O. Cell line: SW-620. Synergy scores: CSS=46.5, Synergy_ZIP=5.99, Synergy_Bliss=7.98, Synergy_Loewe=-13.2, Synergy_HSA=9.21. (3) Drug 1: CC(C1=C(C=CC(=C1Cl)F)Cl)OC2=C(N=CC(=C2)C3=CN(N=C3)C4CCNCC4)N. Drug 2: C1CCN(CC1)CCOC2=CC=C(C=C2)C(=O)C3=C(SC4=C3C=CC(=C4)O)C5=CC=C(C=C5)O. Cell line: OVCAR-8. Synergy scores: CSS=5.22, Synergy_ZIP=-0.321, Synergy_Bliss=6.41, Synergy_Loewe=4.08, Synergy_HSA=5.25. (4) Drug 1: C1=CC(=CC=C1CCCC(=O)O)N(CCCl)CCCl. Drug 2: C1CN(CCN1C(=O)CCBr)C(=O)CCBr. Cell line: MCF7. Synergy scores: CSS=29.5, Synergy_ZIP=-4.69, Synergy_Bliss=-1.03, Synergy_Loewe=-1.82, Synergy_HSA=1.43.